Dataset: Peptide-MHC class II binding affinity with 134,281 pairs from IEDB. Task: Regression. Given a peptide amino acid sequence and an MHC pseudo amino acid sequence, predict their binding affinity value. This is MHC class II binding data. (1) The MHC is DRB1_1302 with pseudo-sequence DRB1_1302. The binding affinity (normalized) is 0.685. The peptide sequence is SQDLELMWNLNGLQAY. (2) The peptide sequence is GCWGQVTLTVTVTAATLL. The binding affinity (normalized) is 0. The MHC is DRB1_0301 with pseudo-sequence DRB1_0301. (3) The peptide sequence is SQALELSWNLNGLQAY. The MHC is HLA-DQA10301-DQB10302 with pseudo-sequence HLA-DQA10301-DQB10302. The binding affinity (normalized) is 0.257. (4) The MHC is DRB1_0701 with pseudo-sequence DRB1_0701. The binding affinity (normalized) is 0. The peptide sequence is NSADTISSYFVGKMYFNL. (5) The peptide sequence is LVGPTPVNVIGRNLLTQIGC. The MHC is DRB1_0301 with pseudo-sequence DRB1_0301. The binding affinity (normalized) is 0. (6) The peptide sequence is FSSAGGFFTSVGKGI. The MHC is HLA-DQA10201-DQB10301 with pseudo-sequence HLA-DQA10201-DQB10301. The binding affinity (normalized) is 0.872.